This data is from Reaction yield outcomes from USPTO patents with 853,638 reactions. The task is: Predict the reaction yield, written as a fraction of the theoretical maximum amount of product (1.0 means a 100% yield; for example, 0.34 means a 34% yield). (1) The reactants are C=O.[Cl:3][C:4]1[CH:5]=[CH:6][C:7]2[CH2:8][NH:9][CH2:10][CH:11]([CH:15]3[CH2:17][CH2:16]3)[O:12][C:13]=2[N:14]=1.[C:18]([BH3-])#N. The catalyst is CO.C(O)(=O)C. The product is [Cl:3][C:4]1[CH:5]=[CH:6][C:7]2[CH2:8][N:9]([CH3:18])[CH2:10][CH:11]([CH:15]3[CH2:17][CH2:16]3)[O:12][C:13]=2[N:14]=1. The yield is 0.870. (2) The reactants are [F:1][C:2]1[CH:3]=[CH:4][C:5]2[N:9]=[C:8]([CH3:10])[N:7]([C:11]3[C:19]4[O:18][CH2:17][C@@H:16]([N:20](C(=O)C(F)(F)F)[C:21]5[CH:34]=[CH:33][C:24]6[C@H:25]([CH2:28][C:29]([O:31]C)=[O:30])[CH2:26][O:27][C:23]=6[CH:22]=5)[C:15]=4[CH:14]=[CH:13][CH:12]=3)[C:6]=2[CH:41]=1.[OH-].[Na+].Cl. The catalyst is CO.O1CCCC1.O. The product is [F:1][C:2]1[CH:3]=[CH:4][C:5]2[N:9]=[C:8]([CH3:10])[N:7]([C:11]3[C:19]4[O:18][CH2:17][C@@H:16]([NH:20][C:21]5[CH:34]=[CH:33][C:24]6[C@H:25]([CH2:28][C:29]([OH:31])=[O:30])[CH2:26][O:27][C:23]=6[CH:22]=5)[C:15]=4[CH:14]=[CH:13][CH:12]=3)[C:6]=2[CH:41]=1. The yield is 0.840. (3) The reactants are [F:1][C:2]1[CH:7]=[CH:6][C:5]([F:8])=[CH:4][C:3]=1[C:9]1([S:23]([C:26]2[CH:31]=[CH:30][C:29]([CH:32]=O)=[CH:28][CH:27]=2)(=[O:25])=[O:24])[CH2:14][CH2:13][CH:12]([NH:15][S:16]([C:19]([F:22])([F:21])[F:20])(=[O:18])=[O:17])[CH2:11][CH2:10]1.Cl.[NH2:35][OH:36].C([O-])(=O)C.[Na+]. The catalyst is C(O)C. The product is [F:1][C:2]1[CH:7]=[CH:6][C:5]([F:8])=[CH:4][C:3]=1[C:9]1([S:23]([C:26]2[CH:31]=[CH:30][C:29]([CH:32]=[N:35][OH:36])=[CH:28][CH:27]=2)(=[O:25])=[O:24])[CH2:14][CH2:13][CH:12]([NH:15][S:16]([C:19]([F:22])([F:21])[F:20])(=[O:18])=[O:17])[CH2:11][CH2:10]1. The yield is 0.870. (4) The reactants are [CH2:1]([OH:9])[CH2:2][C:3]1[CH:8]=[CH:7][CH:6]=[CH:5][CH:4]=1.[C:10]([O-:13])([O-])=O.[K+].[K+].ClC1[S:18][C:19]2[CH:25]=[C:24]([CH3:26])[CH:23]=[CH:22][C:20]=2[N:21]=1.[OH-].[Na+].C(OC(C)C)(=O)C. The catalyst is CC#N. The product is [CH3:26][C:24]1[CH:23]=[CH:22][C:20]2[N:21]=[C:10]([O:13][C:6]3[CH:7]=[CH:8][C:3]([CH2:2][CH2:1][OH:9])=[CH:4][CH:5]=3)[S:18][C:19]=2[CH:25]=1. The yield is 0.630. (5) The reactants are [Mg].Br[C:3]1[CH:8]=[CH:7][CH:6]=[C:5]([O:9][CH2:10][C:11]2[CH:16]=[CH:15][CH:14]=[CH:13][CH:12]=2)[CH:4]=1.[C:17]1(=[O:22])[CH2:21][CH2:20][CH2:19][CH2:18]1.[Cl-].[NH4+]. The catalyst is C(OCC)C. The product is [CH2:10]([O:9][C:5]1[CH:4]=[C:3]([C:17]2([OH:22])[CH2:21][CH2:20][CH2:19][CH2:18]2)[CH:8]=[CH:7][CH:6]=1)[C:11]1[CH:16]=[CH:15][CH:14]=[CH:13][CH:12]=1. The yield is 0.370. (6) The reactants are [OH:1][CH:2]([C:26]1[CH:31]=[CH:30][C:29]([C:32]([CH3:38])([CH3:37])[C:33]([O:35]C)=[O:34])=[CH:28][CH:27]=1)[CH2:3][CH2:4][CH2:5][N:6]1[CH2:11][CH2:10][CH:9]([C:12]([OH:25])([C:19]2[CH:24]=[CH:23][CH:22]=[CH:21][CH:20]=2)[C:13]2[CH:18]=[CH:17][CH:16]=[CH:15][CH:14]=2)[CH2:8][CH2:7]1.C1COCC1.[Li+].[OH-].C(Cl)Cl. The catalyst is O. The product is [OH:1][CH:2]([C:26]1[CH:27]=[CH:28][C:29]([C:32]([CH3:38])([CH3:37])[C:33]([OH:35])=[O:34])=[CH:30][CH:31]=1)[CH2:3][CH2:4][CH2:5][N:6]1[CH2:7][CH2:8][CH:9]([C:12]([OH:25])([C:13]2[CH:14]=[CH:15][CH:16]=[CH:17][CH:18]=2)[C:19]2[CH:24]=[CH:23][CH:22]=[CH:21][CH:20]=2)[CH2:10][CH2:11]1. The yield is 0.410. (7) The reactants are [NH2:1][C:2]1[S:3][C:4]2[N:5]=[C:6]([NH:11][C:12]3[CH:13]=[C:14]([NH:19][C:20](=[O:32])[C:21]4[CH:26]=[CH:25][CH:24]=[C:23]([C:27]([C:30]#[N:31])([CH3:29])[CH3:28])[CH:22]=4)[CH:15]=[CH:16][C:17]=3[CH3:18])[N:7]=[CH:8][C:9]=2[N:10]=1.[C:33](Cl)(=[O:35])[CH3:34].C(=O)([O-])O.[Na+]. The catalyst is N1C=CC=CC=1. The product is [C:33]([NH:1][C:2]1[S:3][C:4]2[N:5]=[C:6]([NH:11][C:12]3[CH:13]=[C:14]([NH:19][C:20](=[O:32])[C:21]4[CH:26]=[CH:25][CH:24]=[C:23]([C:27]([C:30]#[N:31])([CH3:29])[CH3:28])[CH:22]=4)[CH:15]=[CH:16][C:17]=3[CH3:18])[N:7]=[CH:8][C:9]=2[N:10]=1)(=[O:35])[CH3:34]. The yield is 0.730.